This data is from Full USPTO retrosynthesis dataset with 1.9M reactions from patents (1976-2016). The task is: Predict the reactants needed to synthesize the given product. (1) Given the product [N:12]([C:15](=[CH:7][C:6]1[CH:1]=[CH:2][C:3]2[O:11][CH2:10][O:9][C:4]=2[CH:5]=1)[C:16]([O:18][CH3:19])=[O:17])=[N+:13]=[N-:14], predict the reactants needed to synthesize it. The reactants are: [CH:1]1[C:6]([CH:7]=O)=[CH:5][C:4]2[O:9][CH2:10][O:11][C:3]=2[CH:2]=1.[N:12]([CH2:15][C:16]([O:18][CH3:19])=[O:17])=[N+:13]=[N-:14]. (2) Given the product [C:14]([C:18]1[N:36]=[C:21]2[C:22]([C:34]#[N:35])=[C:23]([CH3:33])[C:24]([C:27]3[CH:28]=[CH:29][CH:30]=[CH:31][CH:32]=3)=[C:25]([N:1]3[CH2:6][CH2:5][NH:4][CH2:3][CH2:2]3)[N:20]2[N:19]=1)([CH3:17])([CH3:15])[CH3:16], predict the reactants needed to synthesize it. The reactants are: [NH:1]1[CH2:6][CH2:5][NH:4][CH2:3][CH2:2]1.C(N(CC)CC)C.[C:14]([C:18]1[N:36]=[C:21]2[C:22]([C:34]#[N:35])=[C:23]([CH3:33])[C:24]([C:27]3[CH:32]=[CH:31][CH:30]=[CH:29][CH:28]=3)=[C:25](Cl)[N:20]2[N:19]=1)([CH3:17])([CH3:16])[CH3:15].